Dataset: NCI-60 drug combinations with 297,098 pairs across 59 cell lines. Task: Regression. Given two drug SMILES strings and cell line genomic features, predict the synergy score measuring deviation from expected non-interaction effect. (1) Drug 1: C(=O)(N)NO. Drug 2: CCC1(CC2CC(C3=C(CCN(C2)C1)C4=CC=CC=C4N3)(C5=C(C=C6C(=C5)C78CCN9C7C(C=CC9)(C(C(C8N6C)(C(=O)OC)O)OC(=O)C)CC)OC)C(=O)OC)O.OS(=O)(=O)O. Cell line: MCF7. Synergy scores: CSS=7.27, Synergy_ZIP=3.86, Synergy_Bliss=9.72, Synergy_Loewe=2.38, Synergy_HSA=5.39. (2) Drug 1: C1CCN(CC1)CCOC2=CC=C(C=C2)C(=O)C3=C(SC4=C3C=CC(=C4)O)C5=CC=C(C=C5)O. Drug 2: CC1=C(N=C(N=C1N)C(CC(=O)N)NCC(C(=O)N)N)C(=O)NC(C(C2=CN=CN2)OC3C(C(C(C(O3)CO)O)O)OC4C(C(C(C(O4)CO)O)OC(=O)N)O)C(=O)NC(C)C(C(C)C(=O)NC(C(C)O)C(=O)NCCC5=NC(=CS5)C6=NC(=CS6)C(=O)NCCC[S+](C)C)O. Cell line: EKVX. Synergy scores: CSS=-1.13, Synergy_ZIP=-0.482, Synergy_Bliss=-3.28, Synergy_Loewe=-1.23, Synergy_HSA=-3.30. (3) Drug 1: C1C(C(OC1N2C=NC3=C(N=C(N=C32)Cl)N)CO)O. Drug 2: CCN(CC)CCNC(=O)C1=C(NC(=C1C)C=C2C3=C(C=CC(=C3)F)NC2=O)C. Cell line: DU-145. Synergy scores: CSS=17.1, Synergy_ZIP=-1.04, Synergy_Bliss=2.49, Synergy_Loewe=-14.0, Synergy_HSA=0.111. (4) Drug 1: C1CC(C1)(C(=O)O)C(=O)O.[NH2-].[NH2-].[Pt+2]. Drug 2: C1C(C(OC1N2C=NC(=NC2=O)N)CO)O. Cell line: SK-MEL-28. Synergy scores: CSS=2.01, Synergy_ZIP=0.543, Synergy_Bliss=1.20, Synergy_Loewe=-1.48, Synergy_HSA=-1.77. (5) Drug 1: C#CCC(CC1=CN=C2C(=N1)C(=NC(=N2)N)N)C3=CC=C(C=C3)C(=O)NC(CCC(=O)O)C(=O)O. Drug 2: C1CNP(=O)(OC1)N(CCCl)CCCl. Cell line: HT29. Synergy scores: CSS=-3.53, Synergy_ZIP=4.23, Synergy_Bliss=7.22, Synergy_Loewe=1.17, Synergy_HSA=-0.822. (6) Drug 1: C1CN1C2=NC(=NC(=N2)N3CC3)N4CC4. Drug 2: C1=CC(=CC=C1CCC2=CNC3=C2C(=O)NC(=N3)N)C(=O)NC(CCC(=O)O)C(=O)O. Cell line: COLO 205. Synergy scores: CSS=65.4, Synergy_ZIP=-5.98, Synergy_Bliss=-6.08, Synergy_Loewe=3.52, Synergy_HSA=5.76. (7) Drug 1: CCCS(=O)(=O)NC1=C(C(=C(C=C1)F)C(=O)C2=CNC3=C2C=C(C=N3)C4=CC=C(C=C4)Cl)F. Drug 2: CC1OCC2C(O1)C(C(C(O2)OC3C4COC(=O)C4C(C5=CC6=C(C=C35)OCO6)C7=CC(=C(C(=C7)OC)O)OC)O)O. Cell line: SF-268. Synergy scores: CSS=19.6, Synergy_ZIP=4.40, Synergy_Bliss=5.66, Synergy_Loewe=-17.2, Synergy_HSA=3.07.